Dataset: Catalyst prediction with 721,799 reactions and 888 catalyst types from USPTO. Task: Predict which catalyst facilitates the given reaction. (1) Reactant: [NH2:1][C:2]1[CH:9]=[CH:8][CH:7]=[C:6]([OH:10])[C:3]=1[CH:4]=[O:5].[C:11]([O:15][C:16](O[C:16]([O:15][C:11]([CH3:14])([CH3:13])[CH3:12])=[O:17])=[O:17])([CH3:14])([CH3:13])[CH3:12]. Product: [CH:4]([C:3]1[C:6]([OH:10])=[CH:7][CH:8]=[CH:9][C:2]=1[NH:1][C:16](=[O:17])[O:15][C:11]([CH3:14])([CH3:13])[CH3:12])=[O:5]. The catalyst class is: 527. (2) Reactant: Cl[C:2]1[C:11]2[C:6](=[CH:7][CH:8]=[C:9]([I:12])[CH:10]=2)[N:5]=[C:4]([CH3:13])[C:3]=1[S:14]([CH3:17])(=[O:16])=[O:15].[OH:18][C@H:19]1[CH2:24][CH2:23][CH2:22][NH:21][CH2:20]1.C(N(CC)C(C)C)(C)C. Product: [I:12][C:9]1[CH:10]=[C:11]2[C:6](=[CH:7][CH:8]=1)[N:5]=[C:4]([CH3:13])[C:3]([S:14]([CH3:17])(=[O:16])=[O:15])=[C:2]2[N:21]1[CH2:22][CH2:23][CH2:24][C@H:19]([OH:18])[CH2:20]1. The catalyst class is: 9.